The task is: Predict the reactants needed to synthesize the given product.. This data is from Full USPTO retrosynthesis dataset with 1.9M reactions from patents (1976-2016). (1) Given the product [N:13]1([C:4]([C:3]2[C:2]([CH3:1])=[N:10][CH:9]=[CH:8][CH:7]=2)=[O:6])[CH:17]=[CH:16][N:15]=[CH:14]1, predict the reactants needed to synthesize it. The reactants are: [CH3:1][C:2]1[N:10]=[CH:9][CH:8]=[CH:7][C:3]=1[C:4]([OH:6])=O.C([N:13]1[CH:17]=[CH:16][N:15]=[CH:14]1)([N:13]1[CH:17]=[CH:16][N:15]=[CH:14]1)=O. (2) Given the product [C:32]([NH:36][CH2:18][C:16]1[C:15]([OH:20])=[C:14]([C:21]2[CH:26]=[CH:25][C:24]([C:27]([F:29])([F:28])[F:30])=[C:23]([Cl:31])[CH:22]=2)[CH:13]=[C:12]([C:4]2[CH:5]=[CH:6][C:7]([C:8]([F:11])([F:10])[F:9])=[C:2]([Cl:1])[CH:3]=2)[CH:17]=1)([CH3:35])([CH3:34])[CH3:33], predict the reactants needed to synthesize it. The reactants are: [Cl:1][C:2]1[CH:3]=[C:4]([C:12]2[CH:17]=[C:16]([CH:18]=O)[C:15]([OH:20])=[C:14]([C:21]3[CH:26]=[CH:25][C:24]([C:27]([F:30])([F:29])[F:28])=[C:23]([Cl:31])[CH:22]=3)[CH:13]=2)[CH:5]=[CH:6][C:7]=1[C:8]([F:11])([F:10])[F:9].[C:32]([NH2:36])([CH3:35])([CH3:34])[CH3:33]. (3) The reactants are: C(OC([N:8]1[C:16]2[C:11](=[CH:12][CH:13]=[CH:14][CH:15]=2)[CH:10]=[C:9]1[C:17]1[N:22]=[C:21]([NH:23][C:24]2[CH:32]=[CH:31][C:27]([C:28]([OH:30])=O)=[CH:26][C:25]=2[O:33][CH3:34])[CH:20]=[N:19][CH:18]=1)=O)(C)(C)C.[CH3:35][C@@H:36]1[CH2:41][NH:40][CH2:39][C@H:38]([CH3:42])[NH:37]1.CN(C(ON1N=NC2C=CC=CC1=2)=[N+](C)C)C.[B-](F)(F)(F)F. Given the product [CH3:35][C@H:36]1[NH:37][C@@H:38]([CH3:42])[CH2:39][N:40]([C:28]([C:27]2[CH:31]=[CH:32][C:24]([NH:23][C:21]3[CH:20]=[N:19][CH:18]=[C:17]([C:9]4[NH:8][C:16]5[C:11]([CH:10]=4)=[CH:12][CH:13]=[CH:14][CH:15]=5)[N:22]=3)=[C:25]([O:33][CH3:34])[CH:26]=2)=[O:30])[CH2:41]1, predict the reactants needed to synthesize it. (4) Given the product [CH2:38]([C:18]1[C:17]([C:15]2[O:16][N:11]=[C:12]([CH3:13])[N:14]=2)=[C:21]2[NH:22][C:23]([C:27]3[CH:28]=[C:29]4[C:33](=[CH:34][CH:35]=3)[N:32]([CH2:36][CH3:37])[N:31]=[CH:30]4)=[CH:24][C:25](=[O:26])[N:20]2[N:19]=1)[CH3:39], predict the reactants needed to synthesize it. The reactants are: NO.Cl.CC(O)=O.[OH-].[Na+].C[N:11](C)[C:12](=[N:14][C:15]([C:17]1[C:18]([CH2:38][CH3:39])=[N:19][N:20]2[C:25](=[O:26])[CH:24]=[C:23]([C:27]3[CH:28]=[C:29]4[C:33](=[CH:34][CH:35]=3)[N:32]([CH2:36][CH3:37])[N:31]=[CH:30]4)[NH:22][C:21]=12)=[O:16])[CH3:13].